From a dataset of Forward reaction prediction with 1.9M reactions from USPTO patents (1976-2016). Predict the product of the given reaction. (1) The product is: [CH3:40][O:39][CH2:38][C@H:37]([CH3:41])[O:36][C:21]1[CH:20]=[C:19]([CH:24]=[C:23]([C:25]2[NH:26][C:27]([C:30]3[O:31][C@@H:32]([CH3:35])[CH2:33][N:34]=3)=[CH:28][CH:29]=2)[CH:22]=1)[O:18][C:15]1[CH:16]=[CH:17][C:12]([S:9]([NH:8][CH3:7])(=[O:11])=[O:10])=[N:13][CH:14]=1. Given the reactants COC1C=CC([CH2:7][N:8](C)[S:9]([C:12]2[CH:17]=[CH:16][C:15]([O:18][C:19]3[CH:24]=[C:23]([C:25]4[NH:26][C:27]([C:30]5[O:31][C@@H:32]([CH3:35])[CH2:33][N:34]=5)=[CH:28][CH:29]=4)[CH:22]=[C:21]([O:36][C@@H:37]([CH3:41])[CH2:38][O:39][CH3:40])[CH:20]=3)=[CH:14][N:13]=2)(=[O:11])=[O:10])=CC=1, predict the reaction product. (2) Given the reactants [NH2:1][C:2]1[N:7]=[C:6]([N:8]2[CH:17]([CH3:18])[CH2:16][C:15]3[C:10](=[CH:11][C:12]([C:19]4[CH:24]=[CH:23][N:22]=[C:21]([C:25](O)=[O:26])[CH:20]=4)=[CH:13][CH:14]=3)[CH2:9]2)[CH:5]=[C:4]([N:28]2[CH2:33][CH2:32][N:31]([CH3:34])[CH2:30][CH2:29]2)[N:3]=1.Cl.[NH:36]1[CH2:39][CH2:38][CH2:37]1, predict the reaction product. The product is: [N:36]1([C:25]([C:21]2[CH:20]=[C:19]([C:12]3[CH:11]=[C:10]4[C:15]([CH2:16][CH:17]([CH3:18])[N:8]([C:6]5[CH:5]=[C:4]([N:28]6[CH2:33][CH2:32][N:31]([CH3:34])[CH2:30][CH2:29]6)[N:3]=[C:2]([NH2:1])[N:7]=5)[CH2:9]4)=[CH:14][CH:13]=3)[CH:24]=[CH:23][N:22]=2)=[O:26])[CH2:39][CH2:38][CH2:37]1.